This data is from Peptide-MHC class II binding affinity with 134,281 pairs from IEDB. The task is: Regression. Given a peptide amino acid sequence and an MHC pseudo amino acid sequence, predict their binding affinity value. This is MHC class II binding data. (1) The peptide sequence is AAEILRPTKRFPPALPIWAR. The MHC is DRB1_0701 with pseudo-sequence DRB1_0701. The binding affinity (normalized) is 0.573. (2) The peptide sequence is AENNLQITEHKRLQLAN. The MHC is DRB1_0405 with pseudo-sequence DRB1_0405. The binding affinity (normalized) is 0.